This data is from Catalyst prediction with 721,799 reactions and 888 catalyst types from USPTO. The task is: Predict which catalyst facilitates the given reaction. (1) Reactant: [OH:1][C:2]1[CH:7]=[CH:6][C:5]([N+:8]([O-:10])=[O:9])=[CH:4][N:3]=1.Cl.[Cl:12]([O-])(=O)=O.[Na+]. Product: [OH:1][C:2]1[C:7]([Cl:12])=[CH:6][C:5]([N+:8]([O-:10])=[O:9])=[CH:4][N:3]=1. The catalyst class is: 6. (2) Product: [F:67][C:65]1[CH:64]=[CH:63][C:62]([C:68]([F:70])([F:69])[F:71])=[C:61]([CH:66]=1)[C:60]([N:57]1[CH2:58][CH2:59][N:54]([C:52](=[O:53])[CH2:51][NH:50][C:25]([C:22]2[CH:21]=[C:20]([C:18]3[CH:17]=[CH:16][C:14]4[NH:15][C:11](=[O:10])[O:12][C:13]=4[CH:19]=3)[NH:24][N:23]=2)=[O:27])[CH2:55][CH2:56]1)=[O:72]. Reactant: CCN(C(C)C)C(C)C.[O:10]=[C:11]1[NH:15][C:14]2[CH:16]=[CH:17][C:18]([C:20]3[NH:24][N:23]=[C:22]([C:25]([OH:27])=O)[CH:21]=3)=[CH:19][C:13]=2[O:12]1.C1C=CC2N(O)N=NC=2C=1.CCN=C=NCCCN(C)C.Cl.[NH2:50][CH2:51][C:52]([N:54]1[CH2:59][CH2:58][N:57]([C:60](=[O:72])[C:61]2[CH:66]=[C:65]([F:67])[CH:64]=[CH:63][C:62]=2[C:68]([F:71])([F:70])[F:69])[CH2:56][CH2:55]1)=[O:53]. The catalyst class is: 18. (3) Reactant: CCN(C(C)C)C(C)C.Cl.[NH2:11][CH2:12][C:13]([N:15]1[CH2:20][CH2:19][N:18]([C:21](=[O:32])[C:22]2[CH:27]=[CH:26][CH:25]=[CH:24][C:23]=2[C:28]([F:31])([F:30])[F:29])[CH2:17][CH2:16]1)=[O:14].C1C=CC2N(O)N=NC=2C=1.CCN=C=NCCCN(C)C.[S:54]1[C:58]([C:59]2[CH:67]=[CH:66][C:62]([C:63](O)=[O:64])=[CH:61][CH:60]=2)=[CH:57][N:56]=[CH:55]1. Product: [O:14]=[C:13]([N:15]1[CH2:16][CH2:17][N:18]([C:21](=[O:32])[C:22]2[CH:27]=[CH:26][CH:25]=[CH:24][C:23]=2[C:28]([F:31])([F:29])[F:30])[CH2:19][CH2:20]1)[CH2:12][NH:11][C:63](=[O:64])[C:62]1[CH:61]=[CH:60][C:59]([C:58]2[S:54][CH:55]=[N:56][CH:57]=2)=[CH:67][CH:66]=1. The catalyst class is: 18. (4) Reactant: [I:1][C:2]1[C:6]2[CH:7]=[N:8][CH:9]=[CH:10][C:5]=2[NH:4][CH:3]=1.C(=O)([O-])[O-].[Cs+].[Cs+].[O:17]1[CH2:20][CH:19](OS(C(F)(F)F)(=O)=O)[CH2:18]1. Product: [I:1][C:2]1[C:6]2[CH:7]=[N:8][CH:9]=[CH:10][C:5]=2[N:4]([CH:19]2[CH2:20][O:17][CH2:18]2)[CH:3]=1. The catalyst class is: 3. (5) Reactant: [CH3:1][O:2][C:3]1[N:8]=[C:7]([N:9]2[CH:13]=[C:12]([CH3:14])[N:11]=[CH:10]2)[C:6]([NH2:15])=[CH:5][CH:4]=1.[C:16](OC(=O)C)(=[O:18])[CH3:17]. Product: [CH3:1][O:2][C:3]1[N:8]=[C:7]([N:9]2[CH:13]=[C:12]([CH3:14])[N:11]=[CH:10]2)[C:6]([NH:15][C:16](=[O:18])[CH3:17])=[CH:5][CH:4]=1. The catalyst class is: 11. (6) Product: [CH3:16][C:12]1[CH:13]=[C:14]([NH2:15])[N:9]([C:5]2[CH:4]=[C:3]([S:2][CH3:1])[N:8]=[CH:7][N:6]=2)[N:10]=1. The catalyst class is: 13. Reactant: [CH3:1][S:2][C:3]1[N:8]=[CH:7][N:6]=[C:5]([NH:9][NH2:10])[CH:4]=1.N=[C:12]([CH3:16])[CH2:13][C:14]#[N:15].C(O)C. (7) Reactant: [N:1]1[CH:2]=[CH:3][N:4]2[CH:9]=[CH:8][CH:7]=[C:6]([C:10](Cl)=[O:11])[C:5]=12.[N:13]1([C:19]([O:21][C:22]([CH3:25])([CH3:24])[CH3:23])=[O:20])[CH2:18][CH2:17][NH:16][CH2:15][CH2:14]1.C(N(CC)CC)C. Product: [N:1]1[CH:2]=[CH:3][N:4]2[CH:9]=[CH:8][CH:7]=[C:6]([C:10]([N:16]3[CH2:15][CH2:14][N:13]([C:19]([O:21][C:22]([CH3:25])([CH3:24])[CH3:23])=[O:20])[CH2:18][CH2:17]3)=[O:11])[C:5]=12. The catalyst class is: 1.